The task is: Predict which catalyst facilitates the given reaction.. This data is from Catalyst prediction with 721,799 reactions and 888 catalyst types from USPTO. (1) Reactant: [Cl:1][C:2]1[C:3]([CH3:14])=[C:4]([C:8]([F:13])([F:12])[C:9]([OH:11])=O)[CH:5]=[CH:6][CH:7]=1.P(Cl)(Cl)(Cl)=O.Cl.[NH2:21][CH2:22][C:23]1[CH:24]=[C:25]2[C:29](=[CH:30][CH:31]=1)[C:28](=[O:32])[N:27]([CH:33]1[CH2:38][CH2:37][C:36](=[O:39])[NH:35][C:34]1=[O:40])[CH2:26]2.C(=O)(O)[O-].[Na+]. Product: [Cl:1][C:2]1[C:3]([CH3:14])=[C:4]([C:8]([F:13])([F:12])[C:9]([NH:21][CH2:22][C:23]2[CH:24]=[C:25]3[C:29](=[CH:30][CH:31]=2)[C:28](=[O:32])[N:27]([CH:33]2[CH2:38][CH2:37][C:36](=[O:39])[NH:35][C:34]2=[O:40])[CH2:26]3)=[O:11])[CH:5]=[CH:6][CH:7]=1. The catalyst class is: 17. (2) Reactant: [Cl:1][C:2]1[CH:3]=[C:4]([CH2:31][C:32]([O:34][CH2:35][CH3:36])=[O:33])[CH:5]=[CH:6][C:7]=1[N:8]1[C:16](=[O:17])[C:15]2[C:14]([O:18][CH2:19][CH3:20])=[C:13]3[CH:21]=[CH:22][CH:23]=[CH:24][C:12]3=[C:11]([O:25][CH2:26][CH:27]([F:29])[F:28])[C:10]=2[C:9]1=[O:30].[BH4-].[Na+]. Product: [Cl:1][C:2]1[CH:3]=[C:4]([CH2:31][C:32]([O:34][CH2:35][CH3:36])=[O:33])[CH:5]=[CH:6][C:7]=1[N:8]1[C:16](=[O:17])[C:15]2[C:14]([O:18][CH2:19][CH3:20])=[C:13]3[CH:21]=[CH:22][CH:23]=[CH:24][C:12]3=[C:11]([O:25][CH2:26][CH:27]([F:28])[F:29])[C:10]=2[CH:9]1[OH:30].[Cl:1][C:2]1[CH:3]=[C:4]([CH2:31][C:32]([O:34][CH2:35][CH3:36])=[O:33])[CH:5]=[CH:6][C:7]=1[N:8]1[CH:16]([OH:17])[C:15]2[C:14]([O:18][CH2:19][CH3:20])=[C:13]3[CH:21]=[CH:22][CH:23]=[CH:24][C:12]3=[C:11]([O:25][CH2:26][CH:27]([F:28])[F:29])[C:10]=2[C:9]1=[O:30]. The catalyst class is: 199. (3) Reactant: [CH3:1][O:2][C:3]1[CH:8]=[C:7]([CH3:9])[C:6]([S:10]([N:13]2[CH2:18][CH2:17][CH2:16][CH2:15][C@H:14]2[CH2:19][O:20][CH2:21][C:22]([O:24]C(C)(C)C)=[O:23])(=[O:12])=[O:11])=[C:5]([CH3:29])[CH:4]=1.FC(F)(F)C(O)=O. Product: [CH3:1][O:2][C:3]1[CH:8]=[C:7]([CH3:9])[C:6]([S:10]([N:13]2[CH2:18][CH2:17][CH2:16][CH2:15][C@H:14]2[CH2:19][O:20][CH2:21][C:22]([OH:24])=[O:23])(=[O:12])=[O:11])=[C:5]([CH3:29])[CH:4]=1. The catalyst class is: 2. (4) Reactant: [Br:1][C:2]1[CH:3]=[CH:4][C:5]([O:9][CH3:10])=[C:6]([OH:8])[CH:7]=1.C(O)(C(F)(F)F)=O.C1C(=O)N([Cl:25])C(=O)C1. Product: [Br:1][C:2]1[C:3]([Cl:25])=[CH:4][C:5]([O:9][CH3:10])=[C:6]([OH:8])[CH:7]=1. The catalyst class is: 23. (5) Reactant: [Cl:1][C:2]1[CH:3]=[CH:4][C:5]([N+:9]([O-:11])=[O:10])=[C:6]([CH:8]=1)[NH2:7].Cl.[N:13]([O-])=O.[Na+].[Cl:17][CH:18](C(C)=O)[C:19]([O:21][CH2:22][CH3:23])=[O:20].C([O-])(=O)C.[Na+]. Product: [Cl:17]/[C:18](=[N:13]\[NH:7][C:6]1[CH:8]=[C:2]([Cl:1])[CH:3]=[CH:4][C:5]=1[N+:9]([O-:11])=[O:10])/[C:19]([O:21][CH2:22][CH3:23])=[O:20]. The catalyst class is: 97. (6) Reactant: [N:1]12[CH2:8][CH2:7][CH:4]([CH2:5][CH2:6]1)[C@@H:3]([O:9][C:10](=[O:45])[NH:11][C:12]1[CH:17]=[C:16]([CH2:18][CH2:19][CH2:20][CH2:21][O:22][C:23]3[CH:28]=[CH:27][C:26]([CH2:29][CH2:30][NH:31]C(OC(C)(C)C)=O)=[CH:25][CH:24]=3)[CH:15]=[CH:14][C:13]=1[C:39]1[CH:44]=[CH:43][CH:42]=[CH:41][CH:40]=1)[CH2:2]2. Product: [N:1]12[CH2:6][CH2:5][CH:4]([CH2:7][CH2:8]1)[C@@H:3]([O:9][C:10](=[O:45])[NH:11][C:12]1[CH:17]=[C:16]([CH2:18][CH2:19][CH2:20][CH2:21][O:22][C:23]3[CH:24]=[CH:25][C:26]([CH2:29][CH2:30][NH2:31])=[CH:27][CH:28]=3)[CH:15]=[CH:14][C:13]=1[C:39]1[CH:44]=[CH:43][CH:42]=[CH:41][CH:40]=1)[CH2:2]2. The catalyst class is: 89. (7) Reactant: [NH:1]1[C:9]2[C:4](=[CH:5][C:6]([N:10](CO)[C:11]3[C:12]4[CH2:30][N:29]([CH3:31])[CH2:28][C:13]=4[N:14]=[C:15]([N:17]4[CH2:25][C:24]5[C:19](=[CH:20][CH:21]=[C:22]([O:26][CH3:27])[CH:23]=5)[CH2:18]4)[N:16]=3)=[CH:7][CH:8]=2)[CH:3]=[N:2]1.Cl. Product: [NH:1]1[C:9]2[C:4](=[CH:5][C:6]([NH:10][C:11]3[C:12]4[CH2:30][N:29]([CH3:31])[CH2:28][C:13]=4[N:14]=[C:15]([N:17]4[CH2:25][C:24]5[C:19](=[CH:20][CH:21]=[C:22]([O:26][CH3:27])[CH:23]=5)[CH2:18]4)[N:16]=3)=[CH:7][CH:8]=2)[CH:3]=[N:2]1. The catalyst class is: 5. (8) Reactant: [CH2:1]([O:8][C:9]([N:11]1[CH2:18][CH2:17][C:13]2([O:15][CH:14]2[CH3:16])[CH2:12]1)=[O:10])[C:2]1[CH:7]=[CH:6][CH:5]=[CH:4][CH:3]=1.N1C=CC=CC=1.[FH:25]. Product: [CH2:1]([O:8][C:9]([N:11]1[CH2:18][CH2:17][C:13]([F:25])([CH:14]([OH:15])[CH3:16])[CH2:12]1)=[O:10])[C:2]1[CH:7]=[CH:6][CH:5]=[CH:4][CH:3]=1. The catalyst class is: 4. (9) Reactant: C(O[C:6]([N:8]1[CH2:13][CH2:12][CH2:11][CH:10]([CH2:14][NH:15][C:16](=O)[CH2:17][CH2:18][C:19]2[CH:24]=[CH:23]C=CC=2F)[CH2:9]1)=O)(C)(C)C.C(O)(C(F)(F)[F:30])=O.[C:34]([O-:37])([O-])=O.[K+].[K+].BrC[CH2:42][C:43]1[CH:48]=[CH:47][CH:46]=[CH:45][CH:44]=1.[OH-].[Na+].[CH3:51][C:52]#N. Product: [F:30][C:23]1[CH:24]=[CH:19][CH:18]=[CH:17][C:16]=1[N:15]([CH2:14][CH:10]1[CH2:11][CH2:12][CH2:13][N:8]([CH2:6][CH2:42][C:43]2[CH:44]=[CH:45][CH:46]=[CH:47][CH:48]=2)[CH2:9]1)[C:34](=[O:37])[CH2:51][CH3:52]. The catalyst class is: 2. (10) Reactant: [NH:1]1[CH:5]=[C:4]([C:6]([O:8][CH2:9][CH3:10])=[O:7])[CH:3]=[N:2]1.CC(C)([O-])C.Br[CH2:17][C:18]1[CH:23]=[CH:22][C:21]([C:24]2[S:25][C:26]3[C:31]([N:32]=2)=[CH:30][CH:29]=[C:28]([C:33]2([C:36]4[CH:41]=[CH:40][CH:39]=[CH:38][CH:37]=4)[CH2:35][CH2:34]2)[N:27]=3)=[C:20]([F:42])[CH:19]=1. Product: [F:42][C:20]1[CH:19]=[C:18]([CH:23]=[CH:22][C:21]=1[C:24]1[S:25][C:26]2[C:31]([N:32]=1)=[CH:30][CH:29]=[C:28]([C:33]1([C:36]3[CH:37]=[CH:38][CH:39]=[CH:40][CH:41]=3)[CH2:34][CH2:35]1)[N:27]=2)[CH2:17][N:1]1[CH:5]=[C:4]([C:6]([O:8][CH2:9][CH3:10])=[O:7])[CH:3]=[N:2]1. The catalyst class is: 8.